From a dataset of Forward reaction prediction with 1.9M reactions from USPTO patents (1976-2016). Predict the product of the given reaction. (1) Given the reactants FC(F)(F)S([O:6][Si:7]([CH2:12][CH3:13])([CH2:10][CH3:11])[CH2:8][CH3:9])(=O)=O.[Br:16][C:17]1[N:21]2[CH:22]=[CH:23][C:24]([C:26](O)([CH3:28])[CH3:27])=[N:25][C:20]2=[N:19][CH:18]=1.C(N(C(C)C)CC)(C)C, predict the reaction product. The product is: [Br:16][C:17]1[N:21]2[CH:22]=[CH:23][C:24]([C:26]([CH3:28])([O:6][Si:7]([CH2:12][CH3:13])([CH2:10][CH3:11])[CH2:8][CH3:9])[CH3:27])=[N:25][C:20]2=[N:19][CH:18]=1. (2) Given the reactants [Cl:1][C:2]1[CH:3]=[C:4]([C:23](=[O:35])[NH:24][CH2:25][C:26]2[C:31](=[O:32])[CH:30]=[C:29]([CH3:33])[NH:28][C:27]=2[CH3:34])[C:5]([CH3:22])=[C:6]([CH:21]=1)[O:7][CH:8]1[CH2:13][CH2:12][N:11](C(OC(C)(C)C)=O)[CH2:10][CH2:9]1.Cl.O1CCOCC1, predict the reaction product. The product is: [Cl:1][C:2]1[CH:21]=[C:6]([O:7][CH:8]2[CH2:13][CH2:12][NH:11][CH2:10][CH2:9]2)[C:5]([CH3:22])=[C:4]([CH:3]=1)[C:23]([NH:24][CH2:25][C:26]1[C:31](=[O:32])[CH:30]=[C:29]([CH3:33])[NH:28][C:27]=1[CH3:34])=[O:35]. (3) Given the reactants [OH:1][NH:2][C:3]([C:5]1[C:14]2[C:9](=[CH:10][CH:11]=[CH:12][CH:13]=2)[CH:8]=[CH:7][N:6]=1)=[NH:4].[C:15](O)(=O)[C:16]1[C:17](=[CH:19][CH:20]=[CH:21][CH:22]=1)[OH:18], predict the reaction product. The product is: [C:5]1([C:3]2[N:4]=[C:15]([C:16]3[CH:22]=[CH:21][CH:20]=[CH:19][C:17]=3[OH:18])[O:1][N:2]=2)[C:14]2[C:9](=[CH:10][CH:11]=[CH:12][CH:13]=2)[CH:8]=[CH:7][N:6]=1. (4) The product is: [CH3:5][CH:6]1[CH2:11][CH2:10][CH2:9][CH2:8][N:7]1[CH2:3][C:2]#[CH:1]. Given the reactants [CH2:1](Cl)[C:2]#[CH:3].[CH3:5][CH:6]1[CH2:11][CH2:10][CH2:9][CH2:8][NH:7]1, predict the reaction product.